Dataset: Reaction yield outcomes from USPTO patents with 853,638 reactions. Task: Predict the reaction yield, written as a fraction of the theoretical maximum amount of product (1.0 means a 100% yield; for example, 0.34 means a 34% yield). (1) The reactants are C(OC(=O)[NH:10][C:11]1[C:20]2[CH2:19][CH:18]([NH:21][S:22]([CH3:25])(=[O:24])=[O:23])[CH2:17][CH2:16][C:15]=2[CH:14]=[CH:13][CH:12]=1)C1C=CC=CC=1. The catalyst is CO.C(Cl)Cl. The product is [NH2:10][C:11]1[CH:12]=[CH:13][CH:14]=[C:15]2[C:20]=1[CH2:19][CH:18]([NH:21][S:22]([CH3:25])(=[O:24])=[O:23])[CH2:17][CH2:16]2. The yield is 0.720. (2) The reactants are Cl.[Cl:2][C:3]1[C:8]([C:9]2[C:10](=[O:16])[NH:11][C:12](=[O:15])[NH:13][CH:14]=2)=[CH:7][CH:6]=[CH:5][N:4]=1.C([O-])([O-])=O.[K+].[K+].Br[CH2:24][CH2:25][CH:26]([O:29][CH3:30])[O:27][CH3:28]. The catalyst is CN(C=O)C. The product is [Cl:2][C:3]1[C:8]([C:9]2[C:10](=[O:16])[NH:11][C:12](=[O:15])[N:13]([CH2:24][CH2:25][CH:26]([O:29][CH3:30])[O:27][CH3:28])[CH:14]=2)=[CH:7][CH:6]=[CH:5][N:4]=1. The yield is 0.400. (3) The product is [CH2:1]([C:5]1[CH:10]=[CH:9][C:8]([NH:11][S:12]([C:15]2[CH:16]=[CH:17][C:18]([CH3:24])=[C:19]([CH:23]=2)[C:20]([N:27]2[CH2:59][CH2:60][N:55]([C:61]([O:63][C:64]([CH3:67])([CH3:66])[CH3:65])=[O:62])[CH2:56][CH2:57]2)=[O:21])(=[O:14])=[O:13])=[CH:7][CH:6]=1)[CH2:2][CH2:3][CH3:4]. The yield is 0.750. The reactants are [CH2:1]([C:5]1[CH:10]=[CH:9][C:8]([NH:11][S:12]([C:15]2[CH:16]=[CH:17][C:18]([CH3:24])=[C:19]([CH:23]=2)[C:20](O)=[O:21])(=[O:14])=[O:13])=[CH:7][CH:6]=1)[CH2:2][CH2:3][CH3:4].CC[N:27]=C=NCCCN(C)C.C1C=CC2N(O)N=NC=2C=1.CCN(C(C)C)C(C)C.[N:55]1([C:61]([O:63][C:64]([CH3:67])([CH3:66])[CH3:65])=[O:62])[CH2:60][CH2:59]C[CH2:57][CH2:56]1.Cl. The catalyst is CN(C=O)C. (4) The reactants are [CH3:1][O:2][C:3]([C:5]1[S:9][C:8]2[CH:10]=[C:11]([C:14]([F:17])([F:16])[F:15])[CH:12]=[CH:13][C:7]=2[C:6]=1[CH:18]1[CH2:23][CH2:22][N:21](CC2C=CC=CC=2)[CH2:20][CH2:19]1)=[O:4].Cl[C:32]([O:34][CH3:35])=[O:33]. The catalyst is C(Cl)Cl. The product is [CH3:35][O:34][C:32]([N:21]1[CH2:22][CH2:23][CH:18]([C:6]2[C:7]3[CH:13]=[CH:12][C:11]([C:14]([F:17])([F:15])[F:16])=[CH:10][C:8]=3[S:9][C:5]=2[C:3]([O:2][CH3:1])=[O:4])[CH2:19][CH2:20]1)=[O:33]. The yield is 0.770. (5) The reactants are Cl[C:2]1[CH:7]=[CH:6][C:5]([N+:8]([O-:10])=[O:9])=[C:4]([F:11])[CH:3]=1.[C:12]1(B(O)O)[CH:17]=[CH:16][CH:15]=[CH:14][CH:13]=1.[F-].[K+]. The catalyst is CC([O-])=O.CC([O-])=O.[Pd+2].C(P(C(C)(C)C)C1C=CC=CC=1C1C=CC=CC=1)(C)(C)C. The product is [F:11][C:4]1[CH:3]=[C:2]([C:12]2[CH:17]=[CH:16][CH:15]=[CH:14][CH:13]=2)[CH:7]=[CH:6][C:5]=1[N+:8]([O-:10])=[O:9]. The yield is 0.300. (6) The reactants are [F:1][C:2]1[CH:7]=[CH:6][CH:5]=[C:4]([F:8])[C:3]=1[N:9]1[C:14]2[N:15]=[C:16](S(C)=O)[N:17]=[C:18]([C:19]3[CH:20]=[C:21]([CH:32]=[CH:33][C:34]=3[CH3:35])[C:22]([NH:24][C:25]3[CH:30]=[CH:29][C:28]([F:31])=[CH:27][CH:26]=3)=[O:23])[C:13]=2[CH2:12][NH:11][C:10]1=[O:39].C[N:41]([CH:49]1CCNC[CH2:50]1)[C:42](=[O:48])[O:43][C:44]([CH3:47])([CH3:46])[CH3:45].C([N:58]([CH2:62][CH3:63])[CH:59]([CH3:61])C)(C)C. The catalyst is C1COCC1.CN(C=O)C. The product is [F:1][C:2]1[CH:7]=[CH:6][CH:5]=[C:4]([F:8])[C:3]=1[N:9]1[C:14]2[N:15]=[C:16]([N:58]3[CH2:59][CH2:61][CH:50]([CH2:49][NH:41][C:42](=[O:48])[O:43][C:44]([CH3:47])([CH3:46])[CH3:45])[CH2:63][CH2:62]3)[N:17]=[C:18]([C:19]3[CH:20]=[C:21]([C:22]([NH:24][C:25]4[CH:30]=[CH:29][C:28]([F:31])=[CH:27][CH:26]=4)=[O:23])[CH:32]=[CH:33][C:34]=3[CH3:35])[C:13]=2[CH2:12][NH:11][C:10]1=[O:39]. The yield is 0.250. (7) The reactants are [NH2:1][CH2:2][CH:3]([C:5]1[CH:10]=[CH:9][CH:8]=[CH:7][CH:6]=1)[OH:4].[CH:11](=O)[C:12]1[CH:17]=[CH:16][CH:15]=[CH:14][CH:13]=1.[BH4-].[Na+]. The catalyst is CO. The product is [CH2:11]([NH:1][CH2:2][CH:3]([C:5]1[CH:10]=[CH:9][CH:8]=[CH:7][CH:6]=1)[OH:4])[C:12]1[CH:17]=[CH:16][CH:15]=[CH:14][CH:13]=1. The yield is 0.700. (8) The reactants are [Br:1][C:2]1[S:6][C:5]([CH3:7])=[N:4][C:3]=1[C:8]([OH:10])=[O:9].Cl.[CH3:12]O. The catalyst is CCOCC. The product is [CH3:12][O:9][C:8]([C:3]1[N:4]=[C:5]([CH3:7])[S:6][C:2]=1[Br:1])=[O:10]. The yield is 0.820. (9) The reactants are Cl[C:2]1[CH:7]=[CH:6][C:5]([N+:8]([O-:10])=[O:9])=[CH:4][C:3]=1[O:11][CH3:12].[OH:13][CH:14]1[CH2:18][CH2:17][NH:16][CH2:15]1.O. The catalyst is C(OCC)(=O)C.[Cl-].[Na+].O. The product is [CH3:12][O:11][C:3]1[CH:4]=[C:5]([N+:8]([O-:10])=[O:9])[CH:6]=[CH:7][C:2]=1[N:16]1[CH2:17][CH2:18][C@@H:14]([OH:13])[CH2:15]1. The yield is 0.820.